Task: Predict the reactants needed to synthesize the given product.. Dataset: Full USPTO retrosynthesis dataset with 1.9M reactions from patents (1976-2016) (1) Given the product [CH2:1]([N:8]1[C:12]2[CH:13]=[C:14]([NH:23][CH:24]3[CH2:25][CH2:26][N:27]([C:30]([O:32][C:33]([CH3:36])([CH3:35])[CH3:34])=[O:31])[CH2:28][CH2:29]3)[C:15]3[N:16]([C:17]([CH3:20])=[N:18][N:19]=3)[C:11]=2[CH:10]=[C:9]1[CH3:22])[C:2]1[CH:7]=[CH:6][CH:5]=[CH:4][CH:3]=1, predict the reactants needed to synthesize it. The reactants are: [CH2:1]([N:8]1[C:12]2[CH:13]=[C:14](Cl)[C:15]3[N:16]([C:17]([CH3:20])=[N:18][N:19]=3)[C:11]=2[CH:10]=[C:9]1[CH3:22])[C:2]1[CH:7]=[CH:6][CH:5]=[CH:4][CH:3]=1.[NH2:23][CH:24]1[CH2:29][CH2:28][N:27]([C:30]([O:32][C:33]([CH3:36])([CH3:35])[CH3:34])=[O:31])[CH2:26][CH2:25]1.CC([O-])(C)C.[Na+].CC1(C)C2C=CC=C(P(C3C=CC=CC=3)C3C=CC=CC=3)C=2OC2C1=CC=CC=2P(C1C=CC=CC=1)C1C=CC=CC=1. (2) The reactants are: Cl[C:2]([F:7])([F:6])[C:3]([O-])=O.[Na+].C1(P(C2C=CC=CC=2)C2C=CC=CC=2)C=CC=CC=1.[CH2:28]([C@H:33]1[CH2:38][CH2:37][C@H:36]([C@H:39]2[CH2:44][CH2:43][C@H:42]([C:45](=O)C)[CH2:41][CH2:40]2)[CH2:35][CH2:34]1)[CH2:29][CH2:30][CH2:31][CH3:32].CCCCCCC. Given the product [F:6][C:2]([F:7])=[CH:3][CH2:45][C@H:42]1[CH2:43][CH2:44][C@H:39]([C@H:36]2[CH2:37][CH2:38][C@H:33]([CH2:28][CH2:29][CH2:30][CH2:31][CH3:32])[CH2:34][CH2:35]2)[CH2:40][CH2:41]1, predict the reactants needed to synthesize it.